Dataset: Forward reaction prediction with 1.9M reactions from USPTO patents (1976-2016). Task: Predict the product of the given reaction. (1) The product is: [OH:11][C@H:9]([CH2:8][O:1][C:2]1[CH:3]=[CH:4][CH:5]=[CH:6][CH:7]=1)[CH2:10][NH:27][C:22]1([CH2:21][CH:20]([C:17]2[CH:18]=[CH:19][C:14]([O:13][CH3:12])=[CH:15][CH:16]=2)[C:28]2[CH:33]=[CH:32][C:31]([O:34][CH3:35])=[CH:30][CH:29]=2)[CH2:26][CH2:25][CH2:24][CH2:23]1. Given the reactants [O:1]([CH2:8][C@H:9]1[O:11][CH2:10]1)[C:2]1[CH:7]=[CH:6][CH:5]=[CH:4][CH:3]=1.[CH3:12][O:13][C:14]1[CH:19]=[CH:18][C:17]([CH:20]([C:28]2[CH:33]=[CH:32][C:31]([O:34][CH3:35])=[CH:30][CH:29]=2)[CH2:21][C:22]2([NH2:27])[CH2:26][CH2:25][CH2:24][CH2:23]2)=[CH:16][CH:15]=1, predict the reaction product. (2) The product is: [Cl:1][C:2]1[CH:3]=[CH:4][C:5]([O:29][CH:30]([F:31])[F:32])=[C:6]([C:8]2[C:12]([NH:13][C:14]([C:16]3[CH:17]=[N:18][N:19]4[CH:24]=[CH:23][CH:22]=[N:21][C:20]=34)=[O:15])=[CH:11][N:10]([CH2:25][C:26]([N:64]3[CH2:71][C@@H:70]4[C@@H:66]([CH2:67][NH:68][CH2:69]4)[CH2:65]3)=[O:27])[N:9]=2)[CH:7]=1. Given the reactants [Cl:1][C:2]1[CH:3]=[CH:4][C:5]([O:29][CH:30]([F:32])[F:31])=[C:6]([C:8]2[C:12]([NH:13][C:14]([C:16]3[CH:17]=[N:18][N:19]4[CH:24]=[CH:23][CH:22]=[N:21][C:20]=34)=[O:15])=[CH:11][N:10]([CH2:25][C:26](O)=[O:27])[N:9]=2)[CH:7]=1.CN(C(ON1N=NC2C=CC=NC1=2)=[N+](C)C)C.F[P-](F)(F)(F)(F)F.C(OC([N:64]1[CH2:71][C@@H:70]2[C@@H:66]([CH2:67][NH:68][CH2:69]2)[CH2:65]1)=O)(C)(C)C.CCN(C(C)C)C(C)C, predict the reaction product. (3) Given the reactants [Cl:1][C:2]1[CH:3]=[C:4]([CH2:8][C:9]([OH:11])=O)[CH:5]=[CH:6][CH:7]=1.Cl.CN(C)CCCN=C=NCC.N1(O)C2C=CC=CC=2N=N1.[CH2:34]([N:38]1[C:46]2[N:45]=[C:44]([Cl:47])[NH:43][C:42]=2[C:41](=[O:48])[N:40]([CH2:49][CH2:50][CH2:51]/[C:52](=[N:55]/[H])/[NH:53]O)[C:39]1=[O:57])[CH2:35][CH2:36][CH3:37], predict the reaction product. The product is: [CH2:34]([N:38]1[C:46]2[N:45]=[C:44]([Cl:47])[NH:43][C:42]=2[C:41](=[O:48])[N:40]([CH2:49][CH2:50][CH2:51][C:52]2[N:53]=[C:9]([CH2:8][C:4]3[CH:5]=[CH:6][CH:7]=[C:2]([Cl:1])[CH:3]=3)[O:11][N:55]=2)[C:39]1=[O:57])[CH2:35][CH2:36][CH3:37]. (4) Given the reactants [F:1][C:2]1([F:48])[CH2:7][CH2:6][CH:5]([C:8]2[C:17]3[CH:16]([O:18][CH2:19][C:20]4[CH:25]=[CH:24][C:23]([O:26][CH3:27])=[CH:22][CH:21]=4)[CH2:15][C:14]([CH3:29])([CH3:28])[CH2:13][C:12]=3[N:11]=[C:10]([CH:30]3[CH2:35][CH2:34][NH:33][CH2:32][CH2:31]3)[C:9]=2[CH:36]([F:47])[C:37]2[CH:42]=[CH:41][C:40]([C:43]([F:46])([F:45])[F:44])=[CH:39][CH:38]=2)[CH2:4][CH2:3]1.[Br:49][C:50]1[CH:51]=[N:52][C:53](Cl)=[N:54][CH:55]=1.C1CCN2C(=NCCC2)CC1.O, predict the reaction product. The product is: [Br:49][C:50]1[CH:51]=[N:52][C:53]([N:33]2[CH2:34][CH2:35][CH:30]([C:10]3[C:9]([CH:36]([F:47])[C:37]4[CH:38]=[CH:39][C:40]([C:43]([F:45])([F:46])[F:44])=[CH:41][CH:42]=4)=[C:8]([CH:5]4[CH2:6][CH2:7][C:2]([F:1])([F:48])[CH2:3][CH2:4]4)[C:17]4[CH:16]([O:18][CH2:19][C:20]5[CH:21]=[CH:22][C:23]([O:26][CH3:27])=[CH:24][CH:25]=5)[CH2:15][C:14]([CH3:28])([CH3:29])[CH2:13][C:12]=4[N:11]=3)[CH2:31][CH2:32]2)=[N:54][CH:55]=1. (5) Given the reactants [CH2:1]([N:3]1[C:7]([C:8]2[CH:13]=[CH:12][C:11]([N+:14]([O-:16])=[O:15])=[C:10]([CH3:17])[CH:9]=2)=[N:6][C:5]([C:18]2[CH:23]=[N:22][CH:21]=[CH:20][N:19]=2)=[N:4]1)[CH3:2].[Cl:24][C:25]1[CH:32]=[CH:31][CH:30]=[C:29]([F:33])[C:26]=1[CH:27]=[O:28].C1CCN2C(=NCCC2)CC1, predict the reaction product. The product is: [Cl:24][C:25]1[CH:32]=[CH:31][CH:30]=[C:29]([F:33])[C:26]=1[CH:27]([OH:28])[CH2:17][C:10]1[CH:9]=[C:8]([C:7]2[N:3]([CH2:1][CH3:2])[N:4]=[C:5]([C:18]3[CH:23]=[N:22][CH:21]=[CH:20][N:19]=3)[N:6]=2)[CH:13]=[CH:12][C:11]=1[N+:14]([O-:16])=[O:15].